This data is from Full USPTO retrosynthesis dataset with 1.9M reactions from patents (1976-2016). The task is: Predict the reactants needed to synthesize the given product. (1) Given the product [O:11]1[CH2:12][CH2:13][N:8]([CH2:7][CH2:6][O:5][C:4]2[CH:3]=[C:2]([B:28]([OH:33])[OH:29])[CH:16]=[CH:15][CH:14]=2)[CH2:9][CH2:10]1, predict the reactants needed to synthesize it. The reactants are: Br[C:2]1[CH:3]=[C:4]([CH:14]=[CH:15][CH:16]=1)[O:5][CH2:6][CH2:7][N:8]1[CH2:13][CH2:12][O:11][CH2:10][CH2:9]1.CCCCCC.C([Li])CCC.[B:28](OC(C)C)([O:33]C(C)C)[O:29]C(C)C. (2) Given the product [Cl:15][C:16]1[C:17]([C:18]([N:6]2[CH:7]([C:27]3[C:28]4[C:33](=[CH:32][CH:31]=[CH:30][CH:29]=4)[NH:25][CH:26]=3)[C:8]3[C:13](=[CH:12][CH:11]=[CH:10][CH:9]=3)[C:14]3[CH:1]=[CH:2][CH:3]=[CH:4][C:5]2=3)=[O:19])=[CH:21][CH:22]=[CH:23][N:24]=1, predict the reactants needed to synthesize it. The reactants are: [CH:1]1[C:14]2[C:5](=[N:6][CH:7]=[C:8]3[C:13]=2[CH:12]=[CH:11][CH:10]=[CH:9]3)[CH:4]=[CH:3][CH:2]=1.[Cl:15][C:16]1[N:24]=[CH:23][CH:22]=[CH:21][C:17]=1[C:18](Cl)=[O:19].[NH:25]1[C:33]2[C:28](=[CH:29][CH:30]=[CH:31][CH:32]=2)[CH:27]=[CH:26]1. (3) Given the product [Cl:1][C:2]1[C:7]([O:8][CH3:9])=[CH:6][CH:5]=[C:4]([Cl:10])[C:3]=1[NH:11][CH2:12][C:13]1[CH:18]=[C:17]([C:19]2[CH:24]=[CH:23][CH:22]=[C:21]([F:25])[CH:20]=2)[CH:16]=[CH:15][C:14]=1[F:26], predict the reactants needed to synthesize it. The reactants are: [Cl:1][C:2]1[C:7]([O:8][CH3:9])=[CH:6][CH:5]=[C:4]([Cl:10])[C:3]=1[NH:11][C:12](=O)[C:13]1[CH:18]=[C:17]([C:19]2[CH:24]=[CH:23][CH:22]=[C:21]([F:25])[CH:20]=2)[CH:16]=[CH:15][C:14]=1[F:26].